This data is from Full USPTO retrosynthesis dataset with 1.9M reactions from patents (1976-2016). The task is: Predict the reactants needed to synthesize the given product. (1) Given the product [I:7][C:8]1[CH:13]=[CH:12][CH:11]=[CH:10][C:9]=1[CH2:14][S:15]([NH:19][C:20]1[N:29]=[CH:28][CH:27]=[CH:26][C:21]=1[C:22]([O:24][CH3:25])=[O:23])(=[O:17])=[O:16], predict the reactants needed to synthesize it. The reactants are: N1C=CC=CC=1.[I:7][C:8]1[CH:13]=[CH:12][CH:11]=[CH:10][C:9]=1[CH2:14][S:15](Cl)(=[O:17])=[O:16].[NH2:19][C:20]1[N:29]=[CH:28][CH:27]=[CH:26][C:21]=1[C:22]([O:24][CH3:25])=[O:23]. (2) Given the product [F:22][C:6]1[CH:5]=[C:4]2[C:9]([CH:10]=[C:11]([C@@H:12]([NH:14][C:15](=[O:21])[O:16][C:17]([CH3:20])([CH3:19])[CH3:18])[CH3:13])[C:2]([C:26]3[CH:27]=[CH:28][CH:29]=[CH:30][C:25]=3[S:24][CH3:23])=[N:3]2)=[CH:8][CH:7]=1, predict the reactants needed to synthesize it. The reactants are: Cl[C:2]1[C:11]([C@@H:12]([NH:14][C:15](=[O:21])[O:16][C:17]([CH3:20])([CH3:19])[CH3:18])[CH3:13])=[CH:10][C:9]2[C:4](=[CH:5][C:6]([F:22])=[CH:7][CH:8]=2)[N:3]=1.[CH3:23][S:24][C:25]1[CH:30]=[CH:29][CH:28]=[CH:27][C:26]=1B(O)O.C([O-])([O-])=O.[Na+].[Na+].CC#N. (3) Given the product [CH3:15][C:9]1[CH:2]=[C:3]([CH:4]=[CH:14][N+:11]([O-:13])=[O:12])[CH:6]=[CH:7][C:8]=1[OH:10], predict the reactants needed to synthesize it. The reactants are: C[C:2]1[CH:9]=[C:8]([OH:10])[CH:7]=[CH:6][C:3]=1[CH:4]=O.[N+:11]([CH3:14])([O-:13])=[O:12].[C:15]([O-])(=O)C.[NH4+].